This data is from Forward reaction prediction with 1.9M reactions from USPTO patents (1976-2016). The task is: Predict the product of the given reaction. (1) Given the reactants [C:1]([C:3]1[C:4]([C:20]2[CH:25]=[CH:24][C:23]([Cl:26])=[CH:22][C:21]=2[Cl:27])=[C:5]([C:15]([O:17]CC)=O)[S:6][C:7]=1[C:8]1[CH:13]=[CH:12][N:11]=[C:10]([F:14])[CH:9]=1)#[N:2].[OH-].[Na+].O.Cl.C[N:33](C)CCCN=C=NCC.O.ON1C2C=CC=CC=2N=N1.[OH-].[NH4+], predict the reaction product. The product is: [C:1]([C:3]1[C:4]([C:20]2[CH:25]=[CH:24][C:23]([Cl:26])=[CH:22][C:21]=2[Cl:27])=[C:5]([C:15]([NH2:33])=[O:17])[S:6][C:7]=1[C:8]1[CH:13]=[CH:12][N:11]=[C:10]([F:14])[CH:9]=1)#[N:2]. (2) Given the reactants Cl[CH2:2][C:3]1[N:7]=[C:6]([C:8]2[CH:13]=[CH:12][CH:11]=[CH:10][CH:9]=2)[O:5][N:4]=1.[OH:14][C:15]1[CH:41]=[CH:40][C:18]([C:19]([C:21]2[CH:37]=[CH:36][C:35]([O:38][CH3:39])=[CH:34][C:22]=2[O:23][C:24]([CH3:33])([CH3:32])[C:25]([O:27]C(C)(C)C)=[O:26])=[O:20])=[CH:17][CH:16]=1.C(=O)([O-])[O-].[K+].[K+].CN(C)C=O, predict the reaction product. The product is: [CH3:39][O:38][C:35]1[CH:36]=[CH:37][C:21]([C:19](=[O:20])[C:18]2[CH:17]=[CH:16][C:15]([O:14][CH2:2][C:3]3[N:7]=[C:6]([C:8]4[CH:13]=[CH:12][CH:11]=[CH:10][CH:9]=4)[O:5][N:4]=3)=[CH:41][CH:40]=2)=[C:22]([CH:34]=1)[O:23][C:24]([CH3:33])([CH3:32])[C:25]([OH:27])=[O:26].